This data is from Catalyst prediction with 721,799 reactions and 888 catalyst types from USPTO. The task is: Predict which catalyst facilitates the given reaction. (1) Reactant: [CH3:1][C@@H:2]([O:12][C:13]1[CH:14]=[C:15]([C:20]2[CH:21]=[N:22][N:23]([CH:25]3[CH2:30][CH2:29][NH:28][CH2:27][CH2:26]3)[CH:24]=2)[CH:16]=[N:17][C:18]=1[NH2:19])[C:3]1[C:4]([Cl:11])=[CH:5][CH:6]=[C:7]([F:10])[C:8]=1[Cl:9].[C:31](Cl)(=[O:42])[O:32][C:33]1[CH:38]=[CH:37][C:36]([N+:39]([O-:41])=[O:40])=[CH:35][CH:34]=1. Product: [NH2:19][C:18]1[N:17]=[CH:16][C:15]([C:20]2[CH:21]=[N:22][N:23]([CH:25]3[CH2:30][CH2:29][N:28]([C:31]([O:32][C:33]4[CH:34]=[CH:35][C:36]([N+:39]([O-:41])=[O:40])=[CH:37][CH:38]=4)=[O:42])[CH2:27][CH2:26]3)[CH:24]=2)=[CH:14][C:13]=1[O:12][C@@H:2]([C:3]1[C:4]([Cl:11])=[CH:5][CH:6]=[C:7]([F:10])[C:8]=1[Cl:9])[CH3:1]. The catalyst class is: 22. (2) Reactant: [C:1]1([CH3:12])[CH:6]=[CH:5][CH:4]=[C:3]([C@@H:7]([CH3:11])[C:8]([OH:10])=[O:9])[CH:2]=1.S(=O)(=O)(O)O.[C:18](=O)([O-])[O-].[Na+].[Na+]. Product: [C:1]1([CH3:12])[CH:6]=[CH:5][CH:4]=[C:3]([C@@H:7]([CH3:11])[C:8]([O:10][CH3:18])=[O:9])[CH:2]=1. The catalyst class is: 5. (3) Reactant: [Cl:1][C:2]1[CH:7]=[CH:6][C:5]([C:8]([F:15])([F:14])[C:9]([O:11]CC)=[O:10])=[C:4]([C:16]([F:19])([F:18])[F:17])[CH:3]=1.CO.O.[OH-].[Li+]. Product: [Cl:1][C:2]1[CH:7]=[CH:6][C:5]([C:8]([F:14])([F:15])[C:9]([OH:11])=[O:10])=[C:4]([C:16]([F:17])([F:18])[F:19])[CH:3]=1. The catalyst class is: 7. (4) Product: [C:1]([O:5][C:6](=[O:33])[CH2:7][NH:8][CH2:9][C:10]1[CH:15]=[CH:14][C:13]([C:16]2[CH:17]=[N:18][C:19]([CH2:22][C:23]3[CH:28]=[CH:27][C:26]([O:29][CH2:30][CH2:31][N:46]4[CH2:47][CH2:48][N:43]([C:41]([CH:37]5[CH2:38][CH2:39][CH2:40][O:36]5)=[O:42])[CH2:44][CH2:45]4)=[CH:25][CH:24]=3)=[N:20][CH:21]=2)=[CH:12][CH:11]=1)([CH3:4])([CH3:3])[CH3:2]. Reactant: [C:1]([O:5][C:6](=[O:33])[CH2:7][NH:8][CH2:9][C:10]1[CH:15]=[CH:14][C:13]([C:16]2[CH:17]=[N:18][C:19]([CH2:22][C:23]3[CH:28]=[CH:27][C:26]([O:29][CH2:30][CH2:31]Cl)=[CH:25][CH:24]=3)=[N:20][CH:21]=2)=[CH:12][CH:11]=1)([CH3:4])([CH3:3])[CH3:2].[I-].[Na+].[O:36]1[CH2:40][CH2:39][CH2:38][CH:37]1[C:41]([N:43]1[CH2:48][CH2:47][NH:46][CH2:45][CH2:44]1)=[O:42]. The catalyst class is: 3. (5) Reactant: [Cl:1][C:2]1[CH:7]=[CH:6][N:5]=[C:4]([N+:8]([O-:10])=[O:9])[C:3]=1[NH:11][C:12](=[O:16])[O:13][CH2:14][CH3:15].[C:17](=O)([O-])[O-].[K+].[K+].S(OC)(OC)(=O)=O. Product: [Cl:1][C:2]1[CH:7]=[CH:6][N:5]=[C:4]([N+:8]([O-:10])=[O:9])[C:3]=1[N:11]([CH3:17])[C:12](=[O:16])[O:13][CH2:14][CH3:15]. The catalyst class is: 95. (6) Reactant: [NH2:1][C:2]1[N:7]=[C:6]([C:8]2[CH:13]=[CH:12][CH:11]=[CH:10][C:9]=2[OH:14])[CH:5]=[C:4]([C:15]2[CH:20]=[CH:19][CH:18]=[C:17]([NH2:21])[CH:16]=2)[C:3]=1[CH2:22][OH:23].N1C=CC=CC=1.[Cl:30][CH2:31][CH2:32][C:33](Cl)=[O:34]. Product: [NH2:1][C:2]1[C:3]([CH2:22][OH:23])=[C:4]([C:15]2[CH:16]=[C:17]([NH:21][C:33](=[O:34])[CH2:32][CH2:31][Cl:30])[CH:18]=[CH:19][CH:20]=2)[CH:5]=[C:6]([C:8]2[CH:13]=[CH:12][CH:11]=[CH:10][C:9]=2[OH:14])[N:7]=1. The catalyst class is: 20. (7) Reactant: [C:1]1([C:7]2[C:11]([C:12](O)=[O:13])=[C:10](/[CH:15]=[CH:16]/[C:17]3[CH:22]=[CH:21][CH:20]=[CH:19][CH:18]=3)[O:9][N:8]=2)[CH:6]=[CH:5][CH:4]=[CH:3][CH:2]=1.C(N(CC)CC)C.ClC(OCC)=O.[BH4-].[Na+].[OH-].[Na+]. Product: [C:1]1([C:7]2[C:11]([CH2:12][OH:13])=[C:10](/[CH:15]=[CH:16]/[C:17]3[CH:18]=[CH:19][CH:20]=[CH:21][CH:22]=3)[O:9][N:8]=2)[CH:6]=[CH:5][CH:4]=[CH:3][CH:2]=1. The catalyst class is: 20. (8) Reactant: [O:1]=[C:2]1[NH:7][N:6]=[C:5]([C:8]([O:10][CH3:11])=[O:9])[CH:4]=[CH:3]1.CC(O[K])=O.[Br:17]Br. Product: [Br:17][C:3]1[C:2](=[O:1])[NH:7][N:6]=[C:5]([C:8]([O:10][CH3:11])=[O:9])[CH:4]=1. The catalyst class is: 52. (9) Reactant: [CH3:1][S:2]([C:5]1[CH:6]=[C:7]2[C:11](=[CH:12][CH:13]=1)[NH:10][C:9](=[O:14])[CH2:8]2)(=[O:4])=[O:3].[CH3:15][S:16]([C:19]1[C:20]([C:27]2[CH:32]=[CH:31][CH:30]=[CH:29][CH:28]=2)=[C:21]([CH:25]=O)[NH:22][C:23]=1[CH3:24])(=[O:18])=[O:17].CC1(C)C(C)(C)OB(C2C=CC=C3C=2C=CN3)O1.N1CCCCC1. Product: [CH3:1][S:2]([C:5]1[CH:6]=[C:7]2[C:11](=[CH:12][CH:13]=1)[NH:10][C:9](=[O:14])/[C:8]/2=[CH:25]\[C:21]1[NH:22][C:23]([CH3:24])=[C:19]([S:16]([CH3:15])(=[O:18])=[O:17])[C:20]=1[C:27]1[CH:32]=[CH:31][CH:30]=[CH:29][CH:28]=1)(=[O:4])=[O:3]. The catalyst class is: 8. (10) Reactant: [BH4-].[Na+].[NH:3]1[C:11]2[C:6](=[CH:7][CH:8]=[CH:9][CH:10]=2)[C:5]([CH:12]2[C:20]3[C:15](=[CH:16][CH:17]=[CH:18][CH:19]=3)[C:14](=[O:21])[CH2:13]2)=[CH:4]1.N1C2C(=CC=CC=2)C=C1[C@@H]1C2C(=CC=CC=2)[C@H](O)C1. Product: [NH:3]1[C:11]2[C:6](=[CH:7][CH:8]=[CH:9][CH:10]=2)[C:5]([C@@H:12]2[C:20]3[C:15](=[CH:16][CH:17]=[CH:18][CH:19]=3)[C@H:14]([OH:21])[CH2:13]2)=[CH:4]1. The catalyst class is: 92.